From a dataset of Forward reaction prediction with 1.9M reactions from USPTO patents (1976-2016). Predict the product of the given reaction. (1) Given the reactants [H-].C([Al+]CC(C)C)C(C)C.[Cl:11][C:12]1[N:13]=[CH:14][C:15]([C:18](OC)=[O:19])=[N:16][CH:17]=1.[OH-].[Na+], predict the reaction product. The product is: [Cl:11][C:12]1[N:13]=[CH:14][C:15]([CH2:18][OH:19])=[N:16][CH:17]=1. (2) Given the reactants [Cl:1][C:2]1[C:3]([C:11]#[N:12])=[N:4][C:5]([F:10])=[C:6]([F:9])[C:7]=1F.[OH-].[NH4+:14], predict the reaction product. The product is: [NH2:14][C:7]1[C:6]([F:9])=[C:5]([F:10])[N:4]=[C:3]([C:11]#[N:12])[C:2]=1[Cl:1].